From a dataset of Reaction yield outcomes from USPTO patents with 853,638 reactions. Predict the reaction yield, written as a fraction of the theoretical maximum amount of product (1.0 means a 100% yield; for example, 0.34 means a 34% yield). (1) The reactants are [CH3:1][C:2]([NH:5][CH2:6][C:7]([NH:9][C:10]1[CH:11]=[C:12]([N:40]([CH3:42])[CH3:41])[C:13]2[CH2:25][C@@H:24]3[C:19](=[C:20]([OH:39])[C@:21]4([OH:38])[C:29](=[O:30])[C:28]([C:31]([NH2:33])=[O:32])=[C:27]([OH:34])[C@@H:26]([N:35]([CH3:37])[CH3:36])[C@@H:22]4[CH2:23]3)[C:17](=[O:18])[C:14]=2[C:15]=1[OH:16])=[O:8])([CH3:4])[CH3:3].[ClH:43]. The catalyst is C(C(C)=O)C. The product is [CH3:4][C:2]([NH:5][CH2:6][C:7]([NH:9][C:10]1[CH:11]=[C:12]([N:40]([CH3:42])[CH3:41])[C:13]2[CH2:25][C@@H:24]3[C:19](=[C:17]([OH:18])[C:14]=2[C:15]=1[OH:16])[C:20](=[O:39])[C@@:21]1([OH:38])[C@H:22]([C@H:26]([N:35]([CH3:36])[CH3:37])[C:27]([C:28]([C:31]([NH2:33])=[O:32])=[C:29]1[OH:30])=[O:34])[CH2:23]3)=[O:8])([CH3:1])[CH3:3].[ClH:43]. The yield is 0.820. (2) The reactants are [CH:1]([C:4]1[N:5]=[C:6]([CH2:9][O:10][C:11]2[CH:16]=[CH:15][N:14]=[C:13]([NH:17]C(=O)OC(C)(C)C)[CH:12]=2)[S:7][CH:8]=1)([CH3:3])[CH3:2].FC(F)(F)C(O)=O. The catalyst is ClCCl. The product is [CH:1]([C:4]1[N:5]=[C:6]([CH2:9][O:10][C:11]2[CH:16]=[CH:15][N:14]=[C:13]([NH2:17])[CH:12]=2)[S:7][CH:8]=1)([CH3:3])[CH3:2]. The yield is 0.660. (3) The reactants are C([O:4][CH2:5][C:6]1[C:11]([C:12]2[CH:17]=[C:16]([NH:18][C:19]3[CH:24]=[CH:23][C:22]([N:25]4[CH2:30][CH2:29][N:28]([CH:31]5[CH2:34][O:33][CH2:32]5)[CH2:27][C@@H:26]4[CH3:35])=[CH:21][N:20]=3)[C:15](=[O:36])[N:14]([CH3:37])[CH:13]=2)=[CH:10][C:9]([F:38])=[CH:8][C:7]=1[N:39]1[CH2:53][CH2:52][N:42]2[C:43]3[CH2:44][C:45]([F:51])([F:50])[CH2:46][CH2:47][C:48]=3[CH:49]=[C:41]2[C:40]1=[O:54])(=O)C.[OH-].[Li+]. The catalyst is C(O)(C)C.C1COCC1.O. The product is [F:51][C:45]1([F:50])[CH2:44][C:43]2[N:42]3[CH2:52][CH2:53][N:39]([C:7]4[CH:8]=[C:9]([F:38])[CH:10]=[C:11]([C:12]5[CH:17]=[C:16]([NH:18][C:19]6[CH:24]=[CH:23][C:22]([N:25]7[CH2:30][CH2:29][N:28]([CH:31]8[CH2:32][O:33][CH2:34]8)[CH2:27][C@@H:26]7[CH3:35])=[CH:21][N:20]=6)[C:15](=[O:36])[N:14]([CH3:37])[CH:13]=5)[C:6]=4[CH2:5][OH:4])[C:40](=[O:54])[C:41]3=[CH:49][C:48]=2[CH2:47][CH2:46]1. The yield is 0.570. (4) The reactants are [C:1]([OH:15])(=[O:14])[CH2:2][CH2:3][NH:4][C:5](=[O:13])[C@@H:6]([C:8]([CH2:11][OH:12])([CH3:10])[CH3:9])[OH:7].C12(CS(O)(=O)=O)C(C)(C)C(CC1)CC2=O.COO[CH:34](OOC)[C:35]1[CH:40]=[CH:39][C:38]([O:41][CH3:42])=[CH:37][CH:36]=1.[Na+].[Cl-]. The catalyst is C(Cl)Cl. The product is [CH3:42][O:41][C:38]1[CH:39]=[CH:40][C:35]([CH:34]2[O:7][CH:6]([C:5]([NH:4][CH2:3][CH2:2][C:1]([OH:15])=[O:14])=[O:13])[C:8]([CH3:10])([CH3:9])[CH2:11][O:12]2)=[CH:36][CH:37]=1. The yield is 0.510. (5) The reactants are CS([Cl:5])(=O)=O.[C:6]([O:10][C:11]([N:13]1[CH2:18][C@H:17]([CH2:19]O)[N:16]([CH2:21][C:22]([N:24]2[C:32]3[C:27](=[N:28][CH:29]=[C:30]([CH2:33][C:34]4[CH:39]=[CH:38][C:37]([F:40])=[CH:36][CH:35]=4)[CH:31]=3)[C:26]([CH3:42])([CH3:41])[CH2:25]2)=[O:23])[CH2:15][C@H:14]1[CH3:43])=[O:12])([CH3:9])([CH3:8])[CH3:7].C(N(CC)CC)C. The catalyst is C(Cl)Cl. The product is [C:6]([O:10][C:11]([N:13]1[CH2:18][C@H:17]([CH2:19][Cl:5])[N:16]([CH2:21][C:22]([N:24]2[C:32]3[C:27](=[N:28][CH:29]=[C:30]([CH2:33][C:34]4[CH:39]=[CH:38][C:37]([F:40])=[CH:36][CH:35]=4)[CH:31]=3)[C:26]([CH3:42])([CH3:41])[CH2:25]2)=[O:23])[CH2:15][C@H:14]1[CH3:43])=[O:12])([CH3:9])([CH3:8])[CH3:7]. The yield is 0.770. (6) The reactants are [CH2:1]1[CH:6]2[CH2:7][C:8]3([NH2:11])[CH2:10][CH:4]([CH2:5]2)[CH2:3][CH:2]1[CH2:9]3.[S:12]1[CH:16]=[CH:15][CH:14]=[C:13]1[C:17]1[CH:24]=[CH:23][C:20]([CH:21]=O)=[CH:19][N:18]=1. No catalyst specified. The product is [S:12]1[CH:16]=[CH:15][CH:14]=[C:13]1[C:17]1[N:18]=[CH:19][C:20]([CH2:21][NH:11][C:8]23[CH2:10][CH:4]4[CH2:5][CH:6]([CH2:1][CH:2]([CH2:3]4)[CH2:9]2)[CH2:7]3)=[CH:23][CH:24]=1. The yield is 0.820. (7) The reactants are [CH2:1]([N:8]([CH2:13][C:14]1[CH:19]=[CH:18][CH:17]=[CH:16][CH:15]=1)[CH2:9][C@@H:10]([NH2:12])C)[C:2]1[CH:7]=[CH:6][CH:5]=[CH:4][CH:3]=1.C1N=CN([C:25](N2C=NC=C2)=[O:26])C=1.[O:32]=[C:33]1[N:37]([CH:38]2[CH2:43][CH2:42][NH:41][CH2:40][CH2:39]2)[C:36]2[CH:44]=[CH:45][CH:46]=[CH:47][C:35]=2[NH:34]1.[CH2:48]1COCC1. No catalyst specified. The product is [CH2:13]([N:8]([CH2:1][C:2]1[CH:3]=[CH:4][CH:5]=[CH:6][CH:7]=1)[C@@H:9]([CH3:48])[CH2:10][NH:12][C:25]([N:41]1[CH2:40][CH2:39][CH:38]([N:37]2[C:36]3[CH:44]=[CH:45][CH:46]=[CH:47][C:35]=3[NH:34][C:33]2=[O:32])[CH2:43][CH2:42]1)=[O:26])[C:14]1[CH:15]=[CH:16][CH:17]=[CH:18][CH:19]=1. The yield is 0.380. (8) The reactants are [CH3:1][C:2]([C:7]1[CH:12]=[CH:11][CH:10]=[CH:9][CH:8]=1)([CH3:6])[C:3](O)=[O:4].S(Cl)(Cl)=O.C(=O)([O-])[O-].[K+].[K+].Cl.[CH3:24][NH:25][CH3:26].Cl. The catalyst is C1(C)C=CC=CC=1.O.C(OC)(C)(C)C. The product is [CH3:24][N:25]([CH3:26])[C:3](=[O:4])[C:2]([CH3:6])([C:7]1[CH:12]=[CH:11][CH:10]=[CH:9][CH:8]=1)[CH3:1]. The yield is 0.880. (9) The reactants are [H-].[Na+].Cl[CH2:4][O:5][CH2:6][CH2:7][Si:8]([CH3:11])([CH3:10])[CH3:9].[CH:12]1([C:18]([C:20]2[C:21]3[CH:28]=[CH:27][NH:26][C:22]=3[N:23]=[CH:24][N:25]=2)=[O:19])[CH2:17][CH2:16][CH2:15][CH2:14][CH2:13]1.C[SiH](C)C. The catalyst is CN(C)C=O.C1(C(C2C3C=CNC=3N=CN=2)=O)CCCCC1.O. The product is [CH:12]1([C:18]([C:20]2[C:21]3[CH:28]=[CH:27][N:26]([CH2:4][O:5][CH2:6][CH2:7][Si:8]([CH3:11])([CH3:10])[CH3:9])[C:22]=3[N:23]=[CH:24][N:25]=2)=[O:19])[CH2:13][CH2:14][CH2:15][CH2:16][CH2:17]1. The yield is 0.990. (10) The reactants are Br[C:2]1[C:7]([CH3:8])=[CH:6][CH:5]=[CH:4][N:3]=1.C([O-])([O-])=O.[K+].[K+].N#N.[C:17]([O:21][C:22]([C:24]1[CH:25]=[C:26](B(O)O)[CH:27]=[CH:28][CH:29]=1)=[O:23])([CH3:20])([CH3:19])[CH3:18].C(Cl)Cl.CS(O)(=O)=O.[OH-].[Na+]. The catalyst is C1(C)C=CC=CC=1.C1C=CC(P(C2C=CC=CC=2)[C-]2C=CC=C2)=CC=1.C1C=CC(P(C2C=CC=CC=2)[C-]2C=CC=C2)=CC=1.Cl[Pd]Cl.[Fe+2].O. The product is [C:17]([O:21][C:22](=[O:23])[C:24]1[CH:25]=[CH:26][CH:27]=[C:28]([C:2]2[C:7]([CH3:8])=[CH:6][CH:5]=[CH:4][N:3]=2)[CH:29]=1)([CH3:20])([CH3:18])[CH3:19]. The yield is 0.820.